Dataset: Catalyst prediction with 721,799 reactions and 888 catalyst types from USPTO. Task: Predict which catalyst facilitates the given reaction. (1) Reactant: [C:1]([NH:4][CH:5]([CH2:10][N:11]1[CH2:16][CH2:15][N:14]([CH3:17])[CH2:13][CH2:12]1)[C:6](OC)=[O:7])(=[O:3])[CH3:2].[BH4-].[Na+].O. Product: [OH:7][CH2:6][CH:5]([NH:4][C:1](=[O:3])[CH3:2])[CH2:10][N:11]1[CH2:16][CH2:15][N:14]([CH3:17])[CH2:13][CH2:12]1. The catalyst class is: 5. (2) Reactant: [C:1]([NH:4][C@@H:5]([CH2:10][C:11]1[CH:16]=[CH:15][C:14]([C:17]2[C:18]3[C:23]([CH:24]=[C:25]4[C:30]=2[CH:29]=[CH:28][CH:27]=[CH:26]4)=[CH:22][CH:21]=[CH:20][CH:19]=3)=[CH:13][CH:12]=1)[C:6]([O:8]C)=[O:7])(=[O:3])[CH3:2].O.[OH-].[Li+]. Product: [C:1]([NH:4][C@@H:5]([CH2:10][C:11]1[CH:12]=[CH:13][C:14]([C:17]2[C:18]3[C:23]([CH:24]=[C:25]4[C:30]=2[CH:29]=[CH:28][CH:27]=[CH:26]4)=[CH:22][CH:21]=[CH:20][CH:19]=3)=[CH:15][CH:16]=1)[C:6]([OH:8])=[O:7])(=[O:3])[CH3:2]. The catalyst class is: 731. (3) Reactant: [Cl:1][C:2]1[CH:3]=[C:4]([N:10]2[C@@H:18]([C:19]3[O:20][C:21]([CH3:24])=[CH:22][CH:23]=3)[C@@H:17]3[C:12]([C:13]4[CH:28]=[CH:27][C:26]([C:29]([OH:31])=O)=[CH:25][C:14]=4[CH2:15][CH2:16]3)=[N:11]2)[CH:5]=[CH:6][C:7]=1[C:8]#[N:9].Cl.[CH3:33][S:34]([CH2:37][CH2:38][NH2:39])(=[O:36])=[O:35]. Product: [Cl:1][C:2]1[CH:3]=[C:4]([N:10]2[C@@H:18]([C:19]3[O:20][C:21]([CH3:24])=[CH:22][CH:23]=3)[C@@H:17]3[C:12]([C:13]4[CH:28]=[CH:27][C:26]([C:29]([NH:39][CH2:38][CH2:37][S:34]([CH3:33])(=[O:36])=[O:35])=[O:31])=[CH:25][C:14]=4[CH2:15][CH2:16]3)=[N:11]2)[CH:5]=[CH:6][C:7]=1[C:8]#[N:9]. The catalyst class is: 6. (4) Reactant: Cl.[Cl:2][C:3]1[CH:4]=[C:5]([CH:10]([C@@H:12]2[CH2:17][CH2:16][CH2:15][CH2:14][NH:13]2)[OH:11])[CH:6]=[CH:7][C:8]=1[Cl:9].C(=O)([O-])[O-].[K+].[K+].[CH2:24](Br)[CH:25]=[CH2:26]. Product: [CH2:26]([N:13]1[CH2:14][CH2:15][CH2:16][CH2:17][C@H:12]1[C@H:10]([C:5]1[CH:6]=[CH:7][C:8]([Cl:9])=[C:3]([Cl:2])[CH:4]=1)[OH:11])[CH:25]=[CH2:24].[CH2:26]([N:13]1[CH2:14][CH2:15][CH2:16][CH2:17][C@H:12]1[C@@H:10]([C:5]1[CH:6]=[CH:7][C:8]([Cl:9])=[C:3]([Cl:2])[CH:4]=1)[OH:11])[CH:25]=[CH2:24]. The catalyst class is: 10. (5) Reactant: [NH:1]1[CH2:4][CH:3]([C:5]2[CH:10]=[CH:9][C:8]([NH:11][C:12]3[CH:20]=[C:19]([NH:21][CH2:22][C:23]4[CH:28]=[C:27]([F:29])[CH:26]=[CH:25][C:24]=4[F:30])[C:15]([C:16]([NH2:18])=[O:17])=[CH:14][N:13]=3)=[CH:7][CH:6]=2)[CH2:2]1.CCN(C(C)C)C(C)C.[C:40](O)(C(F)(F)F)=[O:41]. Product: [F:30][C:24]1[CH:25]=[CH:26][C:27]([F:29])=[CH:28][C:23]=1[CH2:22][NH:21][C:19]1[C:15]([C:16]([NH2:18])=[O:17])=[CH:14][N:13]=[C:12]([NH:11][C:8]2[CH:9]=[CH:10][C:5]([CH:3]3[CH2:4][N:1]([CH:40]=[O:41])[CH2:2]3)=[CH:6][CH:7]=2)[CH:20]=1. The catalyst class is: 3. (6) Product: [CH2:13]([C:12]1[CH:11]=[CH:10][S:9][C:8]=1[CH:4]=[O:5])[CH2:14][CH2:15][CH2:16][CH2:17][CH2:18][CH2:19][CH2:20][CH2:21][CH2:22][CH2:23][CH2:24][CH2:25][CH3:26]. The catalyst class is: 3. Reactant: [Mg].C1C[O:5][CH2:4]C1.Br[C:8]1[S:9][CH:10]=[CH:11][C:12]=1[CH2:13][CH2:14][CH2:15][CH2:16][CH2:17][CH2:18][CH2:19][CH2:20][CH2:21][CH2:22][CH2:23][CH2:24][CH2:25][CH3:26].Cl.